From a dataset of TCR-epitope binding with 47,182 pairs between 192 epitopes and 23,139 TCRs. Binary Classification. Given a T-cell receptor sequence (or CDR3 region) and an epitope sequence, predict whether binding occurs between them. (1) The epitope is LQPFPQPELPYPQPQ. The TCR CDR3 sequence is CASRPMFGSSMNTEAFF. Result: 0 (the TCR does not bind to the epitope). (2) The epitope is FVDGVPFVV. The TCR CDR3 sequence is CASSLEQGAVDGNTIYF. Result: 0 (the TCR does not bind to the epitope). (3) Result: 1 (the TCR binds to the epitope). The TCR CDR3 sequence is CASSQDPGTSNEQFF. The epitope is TLVPQEHYV. (4) The epitope is KLGGALQAK. The TCR CDR3 sequence is CASSQDIRTGNNEQFF. Result: 1 (the TCR binds to the epitope).